Dataset: Full USPTO retrosynthesis dataset with 1.9M reactions from patents (1976-2016). Task: Predict the reactants needed to synthesize the given product. (1) Given the product [Br:1][C:2]1[CH:3]=[C:4]([I:19])[CH:6]=[C:7]([Br:10])[C:8]=1[CH3:9], predict the reactants needed to synthesize it. The reactants are: [Br:1][C:2]1[CH:3]=[C:4]([CH:6]=[C:7]([Br:10])[C:8]=1[CH3:9])N.C(ON=O)(C)(C)C.C(I)[I:19]. (2) Given the product [Cl:1][C:2]1[C:3]2[CH:24]=[C:23]([F:25])[C:22]([F:26])=[CH:21][C:4]=2[S:5][C:6]=1[C:7]([NH:9][C@@H:10]([CH2:14][C:15]1[CH:20]=[CH:19][CH:18]=[CH:17][CH:16]=1)[C:11]([OH:13])=[O:12])=[O:8], predict the reactants needed to synthesize it. The reactants are: [Cl:1][C:2]1[C:3]2[CH:24]=[C:23]([F:25])[C:22]([F:26])=[CH:21][C:4]=2[S:5][C:6]=1[C:7]([NH:9][C@H:10]([CH2:14][C:15]1[CH:20]=[CH:19][CH:18]=[CH:17][CH:16]=1)[C:11]([OH:13])=[O:12])=[O:8].C(OC(=O)[C@H](CC1C=CC=CC=1)N)(C)(C)C. (3) The reactants are: [Cl:1][C:2]1[CH:10]=[C:9]2[C:5]([CH2:6][C:7](=[O:11])[NH:8]2)=[C:4]([F:12])[CH:3]=1.[Cl:13][C:14]1[C:15]([F:22])=[C:16]([CH:19]=[CH:20][CH:21]=1)[CH:17]=O.N1CCCCC1. Given the product [Cl:1][C:2]1[CH:10]=[C:9]2[C:5](/[C:6](=[CH:17]/[C:16]3[CH:19]=[CH:20][CH:21]=[C:14]([Cl:13])[C:15]=3[F:22])/[C:7](=[O:11])[NH:8]2)=[C:4]([F:12])[CH:3]=1, predict the reactants needed to synthesize it. (4) Given the product [F:9][C:10]1[CH:11]=[C:12]([CH:15]=[CH:16][CH:17]=1)[CH2:13][N:6]1[CH:7]=[C:2]([Br:1])[CH:3]=[CH:4][C:5]1=[O:8], predict the reactants needed to synthesize it. The reactants are: [Br:1][C:2]1[CH:3]=[CH:4][C:5](=[O:8])[NH:6][CH:7]=1.[F:9][C:10]1[CH:11]=[C:12]([CH:15]=[CH:16][CH:17]=1)[CH2:13]Br. (5) Given the product [Cl:31][C:22]1[CH:23]=[C:24]([C:27]([F:28])([F:30])[F:29])[CH:25]=[CH:26][C:21]=1[S:18]([NH:17][C:13]1[CH:14]=[C:15]([Cl:16])[C:10]([O:9][C:7]2[S:8][C:4]3[CH:3]=[C:2]([NH:1][S:36]([CH3:35])(=[O:38])=[O:37])[CH:34]=[CH:33][C:5]=3[N:6]=2)=[C:11]([Cl:32])[CH:12]=1)(=[O:20])=[O:19], predict the reactants needed to synthesize it. The reactants are: [NH2:1][C:2]1[CH:34]=[CH:33][C:5]2[N:6]=[C:7]([O:9][C:10]3[C:15]([Cl:16])=[CH:14][C:13]([NH:17][S:18]([C:21]4[CH:26]=[CH:25][C:24]([C:27]([F:30])([F:29])[F:28])=[CH:23][C:22]=4[Cl:31])(=[O:20])=[O:19])=[CH:12][C:11]=3[Cl:32])[S:8][C:4]=2[CH:3]=1.[CH3:35][S:36](Cl)(=[O:38])=[O:37].